From a dataset of Forward reaction prediction with 1.9M reactions from USPTO patents (1976-2016). Predict the product of the given reaction. (1) Given the reactants [Cl:1][C:2]1[CH:7]=[CH:6][C:5]([C:8]2[C:14]3[C:15]([CH3:19])=C(C)S[C:13]=3[N:12]3C(C)=NN=[C:11]3[C:10]([CH3:25])([CH3:24])[N:9]=2)=[CH:4][CH:3]=1.N[C:27]1C=CC=C[C:28]=1C(C1C=CC(Cl)=CC=1)=O.NC1SC(C)=C(C)C=1C(C1C=CC(Cl)=CC=1)=[O:49], predict the reaction product. The product is: [Cl:1][C:2]1[CH:3]=[CH:4][C:5]([C:8]2[C:14]3[CH:15]=[CH:19][CH:28]=[CH:27][C:13]=3[NH:12][C:11](=[O:49])[C:10]3([N:9]=2)[CH2:24][CH2:25]3)=[CH:6][CH:7]=1. (2) The product is: [CH3:1][N:2]1[C:14]2[C:5](=[C:6]3[C:11](=[CH:12][CH:13]=2)[N:10]=[CH:9][CH:8]=[CH:7]3)[N:4]=[C:3]1[CH:15]([CH3:20])[CH2:16][C:17]([Cl:29])=[O:18]. Given the reactants [CH3:1][N:2]1[C:14]2[C:5](=[C:6]3[C:11](=[CH:12][CH:13]=2)[N:10]=[CH:9][CH:8]=[CH:7]3)[N:4]=[C:3]1[CH:15]([CH3:20])[CH2:16][C:17](O)=[O:18].CN(C=O)C.C(Cl)(=O)C([Cl:29])=O, predict the reaction product. (3) The product is: [C:1]([Si:5]([CH3:31])([CH3:32])[O:6][CH2:7][CH2:8][CH2:9][O:10][C:11]1[CH:12]=[C:13]([C:19]2[CH:24]=[CH:23][C:22]([O:25][CH3:26])=[CH:21][C:20]=2[C:27]([F:30])([F:28])[F:29])[CH:14]=[CH:15][C:16]=1[CH2:17][OH:18])([CH3:3])([CH3:2])[CH3:4]. Given the reactants [C:1]([Si:5]([CH3:32])([CH3:31])[O:6][CH2:7][CH2:8][CH2:9][O:10][C:11]1[CH:12]=[C:13]([C:19]2[CH:24]=[CH:23][C:22]([O:25][CH3:26])=[CH:21][C:20]=2[C:27]([F:30])([F:29])[F:28])[CH:14]=[CH:15][C:16]=1[CH:17]=[O:18])([CH3:4])([CH3:3])[CH3:2].[BH4-].[Na+], predict the reaction product. (4) Given the reactants [CH:1]1([C:6]2([O:22][CH3:23])[CH2:11][CH2:10][N:9]([C:12]3[CH:21]=[CH:20][C:15]([C:16]([NH:18][NH2:19])=[O:17])=[CH:14][CH:13]=3)[CH2:8][CH2:7]2)[CH2:5][CH2:4][CH2:3][CH2:2]1.N1C=CC=CC=1.Cl[C:31]([C:33]1[CH:42]=[CH:41][C:36]([C:37]([O:39][CH3:40])=[O:38])=[CH:35][CH:34]=1)=[O:32].O, predict the reaction product. The product is: [CH:1]1([C:6]2([O:22][CH3:23])[CH2:11][CH2:10][N:9]([C:12]3[CH:13]=[CH:14][C:15]([C:16]([NH:18][NH:19][C:31]([C:33]4[CH:42]=[CH:41][C:36]([C:37]([O:39][CH3:40])=[O:38])=[CH:35][CH:34]=4)=[O:32])=[O:17])=[CH:20][CH:21]=3)[CH2:8][CH2:7]2)[CH2:2][CH2:3][CH2:4][CH2:5]1. (5) Given the reactants [CH3:1][O:2][C:3]1[CH:8]=[C:7]([O:9][CH3:10])[CH:6]=[CH:5][C:4]=1[C:11]1([CH3:18])[NH:15][C:14](=[O:16])[NH:13][C:12]1=[O:17].Br[CH2:20][C:21]([C:23]1[CH:28]=[CH:27][CH:26]=[CH:25][CH:24]=1)=[O:22], predict the reaction product. The product is: [CH3:1][O:2][C:3]1[CH:8]=[C:7]([O:9][CH3:10])[CH:6]=[CH:5][C:4]=1[C:11]1([CH3:18])[NH:15][C:14](=[O:16])[N:13]([CH2:20][C:21](=[O:22])[C:23]2[CH:28]=[CH:27][CH:26]=[CH:25][CH:24]=2)[C:12]1=[O:17]. (6) Given the reactants [CH3:1][O:2][C:3]1[C:8]([O:9][CH3:10])=[CH:7][C:6]([C:11]2[C:15]([C:16]3[CH:21]=[CH:20][C:19]([O:22][CH3:23])=[C:18]([O:24][CH3:25])[CH:17]=3)=[C:14]([C:26]([O:28][CH3:29])=[O:27])[NH:13][C:12]=2[C:30]([O:32][CH3:33])=[O:31])=[C:5]([O:34][CH2:35][O:36][CH3:37])[CH:4]=1.[CH3:38][O:39][C:40]1[CH:41]=[C:42]([CH:46]=[CH:47][C:48]=1[O:49][CH3:50])[CH2:43][CH2:44]Br.C([O-])([O-])=O.[K+].[K+].CCOC(C)=O.C(Cl)Cl, predict the reaction product. The product is: [CH3:1][O:2][C:3]1[C:8]([O:9][CH3:10])=[CH:7][C:6]([C:11]2[C:15]([C:16]3[CH:21]=[CH:20][C:19]([O:22][CH3:23])=[C:18]([O:24][CH3:25])[CH:17]=3)=[C:14]([C:26]([O:28][CH3:29])=[O:27])[N:13]([CH2:44][CH2:43][C:42]3[CH:46]=[CH:47][C:48]([O:49][CH3:50])=[C:40]([O:39][CH3:38])[CH:41]=3)[C:12]=2[C:30]([O:32][CH3:33])=[O:31])=[C:5]([O:34][CH2:35][O:36][CH3:37])[CH:4]=1. (7) Given the reactants [CH2:1](N(CC)CC)[CH3:2].CS([Cl:12])(=O)=O.C(OC([N:20]1[CH2:28][C:27]2[C:22](=[CH:23][CH:24]=[C:25]([CH2:29][OH:30])[CH:26]=2)[CH2:21]1)=O)(C)(C)C.Cl.O1CCOCC1, predict the reaction product. The product is: [CH2:1]([O:30][CH2:29][C:25]1[CH:26]=[C:27]2[C:22](=[CH:23][CH:24]=1)[CH2:21][NH:20][CH2:28]2)[CH3:2].[ClH:12].